Dataset: Forward reaction prediction with 1.9M reactions from USPTO patents (1976-2016). Task: Predict the product of the given reaction. Given the reactants [BH4-].[Na+].[CH3:3][O:4][C:5]1[CH:10]=[C:9]([CH:11]=[CH:12][N+:13]([O-:15])=[O:14])[CH:8]=[CH:7][C:6]=1[OH:16].C(O)(=O)C, predict the reaction product. The product is: [CH3:3][O:4][C:5]1[CH:10]=[C:9]([CH2:11][CH2:12][N+:13]([O-:15])=[O:14])[CH:8]=[CH:7][C:6]=1[OH:16].